Dataset: Peptide-MHC class I binding affinity with 185,985 pairs from IEDB/IMGT. Task: Regression. Given a peptide amino acid sequence and an MHC pseudo amino acid sequence, predict their binding affinity value. This is MHC class I binding data. (1) The peptide sequence is DVAVLTSML. The MHC is Patr-B0101 with pseudo-sequence Patr-B0101. The binding affinity (normalized) is 0.112. (2) The peptide sequence is YPSLMSRVV. The MHC is HLA-B18:01 with pseudo-sequence HLA-B18:01. The binding affinity (normalized) is 0.0847. (3) The peptide sequence is LPSLATVAY. The MHC is HLA-A30:02 with pseudo-sequence HLA-A30:02. The binding affinity (normalized) is 0.489. (4) The peptide sequence is LVSKHWELT. The MHC is HLA-A02:02 with pseudo-sequence HLA-A02:02. The binding affinity (normalized) is 0.130. (5) The peptide sequence is HFDDVANGF. The MHC is HLA-A03:01 with pseudo-sequence HLA-A03:01. The binding affinity (normalized) is 0.0847. (6) The peptide sequence is VGNVYVKF. The MHC is HLA-A29:02 with pseudo-sequence HLA-A29:02. The binding affinity (normalized) is 0. (7) The peptide sequence is SLQTIASKK. The MHC is HLA-B54:01 with pseudo-sequence HLA-B54:01. The binding affinity (normalized) is 0. (8) The peptide sequence is MMLAQAYYG. The MHC is HLA-B15:01 with pseudo-sequence HLA-B15:01. The binding affinity (normalized) is 0.199.